Dataset: Peptide-MHC class I binding affinity with 185,985 pairs from IEDB/IMGT. Task: Regression. Given a peptide amino acid sequence and an MHC pseudo amino acid sequence, predict their binding affinity value. This is MHC class I binding data. (1) The peptide sequence is NYKAVSCDF. The MHC is HLA-A29:02 with pseudo-sequence HLA-A29:02. The binding affinity (normalized) is 0.261. (2) The peptide sequence is TIMSGLVFH. The MHC is Mamu-A2601 with pseudo-sequence Mamu-A2601. The binding affinity (normalized) is 0.0910. (3) The peptide sequence is DVNEEYTEAA. The MHC is HLA-A68:02 with pseudo-sequence HLA-A68:02. The binding affinity (normalized) is 0.105. (4) The peptide sequence is PTGTYGQM. The MHC is H-2-Kb with pseudo-sequence H-2-Kb. The binding affinity (normalized) is 0.0735. (5) The peptide sequence is HLTKTDKKY. The MHC is HLA-A03:01 with pseudo-sequence HLA-A03:01. The binding affinity (normalized) is 0.0720. (6) The peptide sequence is LTQAAGQAF. The MHC is HLA-A11:01 with pseudo-sequence HLA-A11:01. The binding affinity (normalized) is 0.213. (7) The peptide sequence is MEKTHNLMA. The MHC is HLA-A02:11 with pseudo-sequence HLA-A02:11. The binding affinity (normalized) is 0.0847. (8) The peptide sequence is AHGWSTFYL. The MHC is HLA-B35:01 with pseudo-sequence HLA-B35:01. The binding affinity (normalized) is 0.293.